From a dataset of Full USPTO retrosynthesis dataset with 1.9M reactions from patents (1976-2016). Predict the reactants needed to synthesize the given product. Given the product [CH3:8][C:6]1[CH:5]=[C:4]([C:15]2[CH:16]=[CH:17][C:12]([C:11]([F:22])([F:21])[F:10])=[CH:13][CH:14]=2)[N:3]=[C:2]([C:15]2[CH:16]=[CH:17][C:12]([C:11]([F:22])([F:21])[F:10])=[CH:13][CH:14]=2)[CH:7]=1, predict the reactants needed to synthesize it. The reactants are: Br[C:2]1[CH:7]=[C:6]([CH3:8])[CH:5]=[C:4](Cl)[N:3]=1.[F:10][C:11]([F:22])([F:21])[C:12]1[CH:17]=[CH:16][C:15](B(O)O)=[CH:14][CH:13]=1.C([O-])([O-])=O.[Na+].[Na+].